This data is from Full USPTO retrosynthesis dataset with 1.9M reactions from patents (1976-2016). The task is: Predict the reactants needed to synthesize the given product. (1) Given the product [NH2:28][C@@H:10]([CH2:9][O:8][CH2:1][C:2]1[CH:3]=[CH:4][CH:5]=[CH:6][CH:7]=1)[C:11]([NH:12][C:13]1[S:14][C:15]2[CH:21]=[C:20]([O:22][C:23]([F:25])([F:24])[F:26])[CH:19]=[CH:18][C:16]=2[N:17]=1)=[O:27], predict the reactants needed to synthesize it. The reactants are: [CH2:1]([O:8][CH2:9][C@H:10]([NH:28]C(=O)OC(C)(C)C)[C:11](=[O:27])[NH:12][C:13]1[S:14][C:15]2[CH:21]=[C:20]([O:22][C:23]([F:26])([F:25])[F:24])[CH:19]=[CH:18][C:16]=2[N:17]=1)[C:2]1[CH:7]=[CH:6][CH:5]=[CH:4][CH:3]=1. (2) Given the product [F:1][C:2]1[CH:3]=[CH:4][C:5]([C:6]([N:8]2[CH2:13][CH2:12][CH:11]([C:14](=[O:31])[C:15]3[CH:20]=[CH:19][C:18]([Cl:21])=[C:17]([CH2:22][OH:23])[CH:16]=3)[CH2:10][CH2:9]2)=[O:7])=[CH:32][CH:33]=1, predict the reactants needed to synthesize it. The reactants are: [F:1][C:2]1[CH:33]=[CH:32][C:5]([C:6]([N:8]2[CH2:13][CH2:12][CH:11]([C:14](=[O:31])[C:15]3[CH:20]=[CH:19][C:18]([Cl:21])=[C:17]([CH2:22][O:23]CC4C=CC=CC=4)[CH:16]=3)[CH2:10][CH2:9]2)=[O:7])=[CH:4][CH:3]=1.B(Br)(Br)Br. (3) Given the product [C:20]([O:19][C:18](=[O:24])[NH:17][C@H:10]1[C@H:11]([CH:14]2[CH2:15][CH2:16]2)[CH2:12][CH2:13][NH:8][CH2:9]1)([CH3:23])([CH3:21])[CH3:22], predict the reactants needed to synthesize it. The reactants are: C([N:8]1[CH2:13][CH2:12][C@@H:11]([CH:14]2[CH2:16][CH2:15]2)[C@H:10]([NH:17][C:18](=[O:24])[O:19][C:20]([CH3:23])([CH3:22])[CH3:21])[CH2:9]1)C1C=CC=CC=1.[H][H]. (4) Given the product [C:3]([C:5]1[CH:10]=[CH:9][CH:8]=[CH:7][C:6]=1[NH:11][C:12](=[O:26])/[CH:13]=[CH:14]/[C:15]1[CH:24]=[CH:23][C:22]2[C:17](=[CH:18][CH:19]=[C:20]([F:25])[CH:21]=2)[CH:16]=1)([OH:4])=[O:2], predict the reactants needed to synthesize it. The reactants are: C[O:2][C:3]([C:5]1[CH:10]=[CH:9][CH:8]=[CH:7][C:6]=1[NH:11][C:12](=[O:26])/[CH:13]=[CH:14]/[C:15]1[CH:24]=[CH:23][C:22]2[C:17](=[CH:18][CH:19]=[C:20]([F:25])[CH:21]=2)[CH:16]=1)=[O:4].[OH-].[Na+].